This data is from Peptide-MHC class I binding affinity with 185,985 pairs from IEDB/IMGT. The task is: Regression. Given a peptide amino acid sequence and an MHC pseudo amino acid sequence, predict their binding affinity value. This is MHC class I binding data. (1) The peptide sequence is QLLLEVEQEI. The MHC is HLA-B44:03 with pseudo-sequence HLA-B44:03. The binding affinity (normalized) is 0.0104. (2) The binding affinity (normalized) is 0.0847. The peptide sequence is VSDFRKEFY. The MHC is HLA-A02:16 with pseudo-sequence HLA-A02:16.